From a dataset of Forward reaction prediction with 1.9M reactions from USPTO patents (1976-2016). Predict the product of the given reaction. (1) Given the reactants [C:1]([O-:4])(=O)[CH3:2].[K+].FC(F)(F)S([O-])(=O)=O.[CH2:14]([N+:21]12CC([CH2:26]1)[C:24]([C:28]1[CH:33]=[CH:32][C:31]([F:34])=[CH:30][CH:29]=1)=[CH:23][CH2:22]2)[C:15]1[CH:20]=[CH:19][CH:18]=[CH:17][CH:16]=1.O.[OH-].[Na+], predict the reaction product. The product is: [CH2:14]([N:21]1[CH2:22][CH:23]=[C:24]([C:28]2[CH:33]=[CH:32][C:31]([F:34])=[CH:30][CH:29]=2)[CH:2]([CH2:1][OH:4])[CH2:26]1)[C:15]1[CH:16]=[CH:17][CH:18]=[CH:19][CH:20]=1. (2) Given the reactants [C:1]([C:3]1[CH:8]=[CH:7][N:6]=[C:5]([NH:9][C@H:10]2[CH2:15][N:14](C(OCC3C=CC=CC=3)=O)[C@H:13]([CH3:26])[CH2:12][CH2:11]2)[C:4]=1[CH3:27])#[N:2], predict the reaction product. The product is: [CH3:27][C:4]1[C:5]([NH:9][C@@H:10]2[CH2:11][CH2:12][C@@H:13]([CH3:26])[NH:14][CH2:15]2)=[N:6][CH:7]=[CH:8][C:3]=1[C:1]#[N:2]. (3) The product is: [NH:35]([CH2:13][C@@H:11]([OH:12])[C@@H:10]([NH:14][C:15](=[O:24])[C:44]1[CH:48]=[C:49]([CH3:51])[CH:50]=[C:42]([C:40]([N:39]([CH2:36][CH2:37][CH3:38])[CH2:53][CH2:54][CH3:55])=[O:41])[CH:43]=1)[CH2:9][C:4]1[CH:5]=[C:6]([F:8])[CH:7]=[C:2]([F:1])[CH:3]=1)[C:25]1[CH:34]=[CH:29][CH:28]=[CH:27][CH:26]=1. Given the reactants [F:1][C:2]1[CH:3]=[C:4]([CH2:9][C@H:10]([NH:14][C:15](=[O:24])OCC2C=CC=CC=2)[C@H:11]2[CH2:13][O:12]2)[CH:5]=[C:6]([F:8])[CH:7]=1.[C@@H:25]1([NH2:35])[C:34]2[C:29](=CC=CC=2)[CH2:28][CH2:27][CH2:26]1.[CH2:36]([N:39]([CH2:53][CH2:54][CH3:55])[C:40]([C:42]1[CH:43]=[C:44]([CH:48]=[C:49]([CH2:51]C)[CH:50]=1)C(O)=O)=[O:41])[CH2:37][CH3:38], predict the reaction product. (4) Given the reactants [Cl:1][C:2]1[CH:7]=[CH:6][CH:5]=[C:4]([F:8])[C:3]=1[NH:9][C:10]1[N:14]([CH3:15])[C:13]2[C:16]3[CH2:17][C:18]([CH3:27])([CH3:26])[O:19][C:20]=3[C:21]([C:23](O)=[O:24])=[CH:22][C:12]=2[N:11]=1.S(Cl)(Cl)=O.[NH2:32][C:33]1[CH:38]=[CH:37][C:36]([C:39]([F:42])([F:41])[F:40])=[CH:35][N+:34]=1[O-:43].CCN(C(C)C)C(C)C, predict the reaction product. The product is: [Cl:1][C:2]1[CH:7]=[CH:6][CH:5]=[C:4]([F:8])[C:3]=1[NH:9][C:10]1[N:14]([CH3:15])[C:13]2[C:16]3[CH2:17][C:18]([CH3:27])([CH3:26])[O:19][C:20]=3[C:21]([C:23]([NH:32][C:33]3[CH:38]=[CH:37][C:36]([C:39]([F:40])([F:42])[F:41])=[CH:35][N+:34]=3[O-:43])=[O:24])=[CH:22][C:12]=2[N:11]=1. (5) The product is: [Cl:1][C:2]1[C:6]([Cl:7])=[C:5]([C:8]([Cl:14])=[O:10])[S:4][N:3]=1. Given the reactants [Cl:1][C:2]1[C:6]([Cl:7])=[C:5]([C:8]([OH:10])=O)[S:4][N:3]=1.C(Cl)(=O)C([Cl:14])=O, predict the reaction product. (6) The product is: [CH2:1]([N:8]([CH2:27][CH:28]([F:30])[F:29])[C:9]1[CH:14]=[CH:13][C:12]([C:39]2[C:34]([C:31]([OH:33])=[O:32])=[CH:35][CH:36]=[C:37]([F:40])[CH:38]=2)=[CH:11][C:10]=1[NH:16][C:17]([NH:19][C:20]1[CH:25]=[CH:24][C:23]([CH3:26])=[CH:22][CH:21]=1)=[O:18])[C:2]1[CH:7]=[CH:6][CH:5]=[CH:4][CH:3]=1. Given the reactants [CH2:1]([N:8]([CH2:27][CH:28]([F:30])[F:29])[C:9]1[CH:14]=[CH:13][C:12](Br)=[CH:11][C:10]=1[NH:16][C:17]([NH:19][C:20]1[CH:25]=[CH:24][C:23]([CH3:26])=[CH:22][CH:21]=1)=[O:18])[C:2]1[CH:7]=[CH:6][CH:5]=[CH:4][CH:3]=1.[C:31]([C:34]1[CH:39]=[CH:38][C:37]([F:40])=[CH:36][C:35]=1B(O)O)([OH:33])=[O:32].C(N(CCC(F)(F)F)C1C=CC(Br)=CC=1NC(NC1C=CC(C)=CC=1)=O)C1C=CC=CC=1, predict the reaction product. (7) Given the reactants C(OC([N:8]1[CH2:17][CH2:16][C:15]2[NH:14][N:13]=[C:12]([C:18]3[CH:23]=[CH:22][C:21]([Cl:24])=[CH:20][CH:19]=3)[C:11]=2[CH2:10][CH2:9]1)=O)(C)(C)C.[F:25][C:26]1[CH:33]=[CH:32][C:29]([CH2:30]Br)=[CH:28][C:27]=1[CH3:34], predict the reaction product. The product is: [Cl:24][C:21]1[CH:20]=[CH:19][C:18]([C:12]2[C:11]3[CH2:10][CH2:9][NH:8][CH2:17][CH2:16][C:15]=3[N:14]([CH2:30][C:29]3[CH:32]=[CH:33][C:26]([F:25])=[C:27]([CH3:34])[CH:28]=3)[N:13]=2)=[CH:23][CH:22]=1. (8) Given the reactants Br.[NH:2]1[CH2:7][CH2:6][CH:5]([CH2:8][N:9]2[C:17]3[C:12](=[CH:13][CH:14]=[CH:15][CH:16]=3)[C:11]3([C:21]4=[CH:22][C:23]5[O:27][CH2:26][O:25][C:24]=5[CH:28]=[C:20]4[O:19][CH2:18]3)[C:10]2=[O:29])[CH2:4][CH2:3]1.Br[C:31]1[CH:36]=[CH:35][CH:34]=[CH:33][N:32]=1.C1CCN2C(=NCCC2)CC1.O, predict the reaction product. The product is: [N:32]1[CH:33]=[CH:34][CH:35]=[CH:36][C:31]=1[N:2]1[CH2:7][CH2:6][CH:5]([CH2:8][N:9]2[C:17]3[C:12](=[CH:13][CH:14]=[CH:15][CH:16]=3)[C:11]3([C:21]4=[CH:22][C:23]5[O:27][CH2:26][O:25][C:24]=5[CH:28]=[C:20]4[O:19][CH2:18]3)[C:10]2=[O:29])[CH2:4][CH2:3]1. (9) Given the reactants O=C1C2C(=CC=CC=2)C(=O)[N:3]1[CH2:12][C@@H:13]([NH:22][C:23]([C:25]1[S:29][C:28]([C:30]2[N:34]([CH3:35])[N:33]=[CH:32][CH:31]=2)=[N:27][CH:26]=1)=[O:24])[CH2:14][C:15]1[CH:20]=[CH:19][CH:18]=[C:17]([F:21])[CH:16]=1.NN, predict the reaction product. The product is: [NH2:3][CH2:12][C@@H:13]([NH:22][C:23]([C:25]1[S:29][C:28]([C:30]2[N:34]([CH3:35])[N:33]=[CH:32][CH:31]=2)=[N:27][CH:26]=1)=[O:24])[CH2:14][C:15]1[CH:20]=[CH:19][CH:18]=[C:17]([F:21])[CH:16]=1.